Dataset: Forward reaction prediction with 1.9M reactions from USPTO patents (1976-2016). Task: Predict the product of the given reaction. The product is: [Br:1][C:2]1[CH:3]=[CH:4][C:5]([C:8]2[CH2:12][CH:11]([CH2:13][S:23][CH2:22][CH2:21][C:18]3[CH:19]=[CH:20][N:15]=[CH:16][CH:17]=3)[O:10][N:9]=2)=[N:6][CH:7]=1. Given the reactants [Br:1][C:2]1[CH:3]=[CH:4][C:5]([C:8]2[CH2:12][CH:11]([CH2:13]Cl)[O:10][N:9]=2)=[N:6][CH:7]=1.[N:15]1[CH:20]=[CH:19][C:18]([CH2:21][CH2:22][SH:23])=[CH:17][CH:16]=1.C(=O)([O-])[O-].[K+].[K+].CN(C=O)C, predict the reaction product.